From a dataset of Forward reaction prediction with 1.9M reactions from USPTO patents (1976-2016). Predict the product of the given reaction. Given the reactants [Cl:1][CH2:2][CH2:3][C:4]1[C:5]([CH3:24])=[N:6][C:7]2[N:8]([C:11]([CH3:23])=[N:12][C:13]=2[C:14]2[C:19]([CH3:20])=[CH:18][C:17]([CH3:21])=[CH:16][C:15]=2[CH3:22])[C:9]=1O.CN(C)C1C=CC=CC=1.NC(CC)CC.O.P(Cl)(Cl)([Cl:43])=O, predict the reaction product. The product is: [Cl:43][C:9]1[N:8]2[C:11]([CH3:23])=[N:12][C:13]([C:14]3[C:19]([CH3:20])=[CH:18][C:17]([CH3:21])=[CH:16][C:15]=3[CH3:22])=[C:7]2[N:6]=[C:5]([CH3:24])[C:4]=1[CH2:3][CH2:2][Cl:1].